Task: Regression. Given a peptide amino acid sequence and an MHC pseudo amino acid sequence, predict their binding affinity value. This is MHC class II binding data.. Dataset: Peptide-MHC class II binding affinity with 134,281 pairs from IEDB (1) The MHC is DRB3_0202 with pseudo-sequence DRB3_0202. The peptide sequence is DHTNFKYNYSVIEGG. The binding affinity (normalized) is 0.596. (2) The peptide sequence is GELHIVDKIDAAFKI. The MHC is DRB1_1201 with pseudo-sequence DRB1_1201. The binding affinity (normalized) is 0.515. (3) The peptide sequence is QVESTAGSLQGQWRG. The MHC is HLA-DPA10103-DPB10201 with pseudo-sequence HLA-DPA10103-DPB10201. The binding affinity (normalized) is 0. (4) The peptide sequence is KMLDPRQGLAVLRKV. The MHC is H-2-IEd with pseudo-sequence H-2-IEd. The binding affinity (normalized) is 0. (5) The MHC is DRB1_1101 with pseudo-sequence DRB1_1101. The binding affinity (normalized) is 0.229. The peptide sequence is LWQLNGRLEYCLKDR. (6) The peptide sequence is FDPYGATISATPKSA. The MHC is HLA-DQA10301-DQB10302 with pseudo-sequence HLA-DQA10301-DQB10302. The binding affinity (normalized) is 0.362. (7) The peptide sequence is LTPVTMAEVRLAAMFKK. The MHC is HLA-DQA10201-DQB10301 with pseudo-sequence HLA-DQA10201-DQB10301. The binding affinity (normalized) is 0.728. (8) The peptide sequence is GGFFTSVGKGIHTVF. The MHC is HLA-DQA10501-DQB10302 with pseudo-sequence HLA-DQA10501-DQB10302. The binding affinity (normalized) is 0.380. (9) The peptide sequence is RRMWASAQNISGAGW. The MHC is DRB1_0405 with pseudo-sequence DRB1_0405. The binding affinity (normalized) is 0.491. (10) The peptide sequence is PYILLVSSKVSTVKD. The MHC is DRB1_1302 with pseudo-sequence DRB1_1302. The binding affinity (normalized) is 0.818.